This data is from NCI-60 drug combinations with 297,098 pairs across 59 cell lines. The task is: Regression. Given two drug SMILES strings and cell line genomic features, predict the synergy score measuring deviation from expected non-interaction effect. (1) Drug 1: CC1=C(C(=CC=C1)Cl)NC(=O)C2=CN=C(S2)NC3=CC(=NC(=N3)C)N4CCN(CC4)CCO. Drug 2: CC(C)(C#N)C1=CC(=CC(=C1)CN2C=NC=N2)C(C)(C)C#N. Cell line: HL-60(TB). Synergy scores: CSS=26.5, Synergy_ZIP=1.01, Synergy_Bliss=0.137, Synergy_Loewe=1.79, Synergy_HSA=4.64. (2) Drug 1: CC1=C(C=C(C=C1)C(=O)NC2=CC(=CC(=C2)C(F)(F)F)N3C=C(N=C3)C)NC4=NC=CC(=N4)C5=CN=CC=C5. Drug 2: C1C(C(OC1N2C=NC3=C2NC=NCC3O)CO)O. Cell line: SK-MEL-5. Synergy scores: CSS=11.7, Synergy_ZIP=-2.06, Synergy_Bliss=-1.72, Synergy_Loewe=4.50, Synergy_HSA=1.07. (3) Cell line: A549. Synergy scores: CSS=-3.34, Synergy_ZIP=2.37, Synergy_Bliss=2.57, Synergy_Loewe=-2.95, Synergy_HSA=-1.71. Drug 2: COC1=C2C(=CC3=C1OC=C3)C=CC(=O)O2. Drug 1: CC(C)(C#N)C1=CC(=CC(=C1)CN2C=NC=N2)C(C)(C)C#N.